Dataset: Orexin1 receptor HTS with 218,158 compounds and 233 confirmed actives. Task: Binary Classification. Given a drug SMILES string, predict its activity (active/inactive) in a high-throughput screening assay against a specified biological target. (1) The compound is S=C1NC(=O)C(CC)(C\C=C\C)C(=O)N1. The result is 0 (inactive). (2) The drug is o1c2c(c(=O)c(Oc3cc(ccc3)C)c1)ccc(OC(OCCCC)=O)c2. The result is 0 (inactive). (3) The compound is s1c(nc(c2cc(OC)c(OC)cc2)c1)c1sccc1. The result is 0 (inactive). (4) The molecule is O=C(Nc1ncc(NC(=O)c2ncccc2)cc1)C1CCCCC1. The result is 0 (inactive). (5) The drug is S(C=1NC(=C(C(C1C#N)c1occc1)C(=O)C)C)Cc1c2c(ccc1)cccc2. The result is 0 (inactive). (6) The compound is s1c2c(c(=O)n(Cc3c(F)cccc3)c1=O)cccc2. The result is 0 (inactive). (7) The molecule is OC(C1C2(C(C3C(C4C(=CC3)C(C(OC3OC(C(O)C(O)C3O)CO)CC4)(C)C)(C(=O)C2)C)(CC1)C)C)(CC\C=C(/COC1OC(C(O)C(O)C1O)CO)C)C. The result is 0 (inactive). (8) The drug is s1c2c(=O)n(CCCCCC(=O)N3CCN(CC3)c3ccc(OC)cc3)c(=O)[nH]c2cc1. The result is 0 (inactive).